Dataset: Reaction yield outcomes from USPTO patents with 853,638 reactions. Task: Predict the reaction yield, written as a fraction of the theoretical maximum amount of product (1.0 means a 100% yield; for example, 0.34 means a 34% yield). (1) The yield is 1.00. The reactants are C([O:8][CH2:9][CH2:10][CH2:11][CH2:12][C:13]1[S:17][C:16]([C:18]([O:20][CH2:21][CH3:22])=[O:19])=[N:15][N:14]=1)C1C=CC=CC=1.[NH4+].[Cl-]. The product is [OH:8][CH2:9][CH2:10][CH2:11][CH2:12][C:13]1[S:17][C:16]([C:18]([O:20][CH2:21][CH3:22])=[O:19])=[N:15][N:14]=1. The catalyst is C(Cl)Cl. (2) The reactants are [H-].[Na+].[CH3:3][O:4][C:5]1[C:10]([NH:11][C:12](=[O:14])[CH3:13])=[CH:9][C:8]([CH2:15][S:16](/[CH:19]=[CH:20]/[C:21]2[C:26]([O:27][CH3:28])=[CH:25][C:24]([O:29][CH3:30])=[CH:23][C:22]=2[O:31][CH3:32])(=[O:18])=[O:17])=[CH:7][N:6]=1.I[CH2:34][CH3:35]. The catalyst is C1COCC1. The product is [CH2:34]([N:11]([C:10]1[C:5]([O:4][CH3:3])=[N:6][CH:7]=[C:8]([CH2:15][S:16](/[CH:19]=[CH:20]/[C:21]2[C:26]([O:27][CH3:28])=[CH:25][C:24]([O:29][CH3:30])=[CH:23][C:22]=2[O:31][CH3:32])(=[O:18])=[O:17])[CH:9]=1)[C:12](=[O:14])[CH3:13])[CH3:35]. The yield is 0.750. (3) The reactants are [CH3:1][C:2]([O:8][C:9]1[CH:18]=[CH:17][C:16]2[CH2:15][CH2:14][C:13](=[O:19])[NH:12][C:11]=2[N:10]=1)([CH3:7])[CH2:3][CH2:4][CH:5]=O.Cl.[Cl:21][C:22]1[C:27]([Cl:28])=[CH:26][CH:25]=[CH:24][C:23]=1[N:29]1[CH2:34][CH2:33][NH:32][CH2:31][CH2:30]1.CCN(CC)CC.[BH-](OC(C)=O)(OC(C)=O)OC(C)=O.[Na+]. The catalyst is ClCCCl. The product is [Cl:21][C:22]1[C:27]([Cl:28])=[CH:26][CH:25]=[CH:24][C:23]=1[N:29]1[CH2:34][CH2:33][N:32]([CH2:5][CH2:4][CH2:3][C:2]([CH3:7])([CH3:1])[O:8][C:9]2[N:10]=[C:11]3[C:16]([CH2:15][CH2:14][C:13](=[O:19])[NH:12]3)=[CH:17][CH:18]=2)[CH2:31][CH2:30]1. The yield is 0.670. (4) The reactants are [CH2:1]([O:8][C:9]1[CH:32]=[CH:31][C:12]2[NH:13][C@H:14]([C:17]3[CH:22]=[CH:21][C:20]([O:23][CH2:24][C:25]4[CH:30]=[CH:29][CH:28]=[CH:27][CH:26]=4)=[CH:19][CH:18]=3)[CH2:15][O:16][C:11]=2[CH:10]=1)[C:2]1[CH:7]=[CH:6][CH:5]=[CH:4][CH:3]=1.[I-].[Na+].C(=O)([O-])[O-].[K+].[K+].[CH2:41](Br)[CH:42]=[CH2:43]. The catalyst is CC(C)=O.C(OCC)(=O)C.CCCCCC.O. The product is [CH2:43]([N:13]1[C:12]2[CH:31]=[CH:32][C:9]([O:8][CH2:1][C:2]3[CH:3]=[CH:4][CH:5]=[CH:6][CH:7]=3)=[CH:10][C:11]=2[O:16][CH2:15][C@H:14]1[C:17]1[CH:22]=[CH:21][C:20]([O:23][CH2:24][C:25]2[CH:26]=[CH:27][CH:28]=[CH:29][CH:30]=2)=[CH:19][CH:18]=1)[CH:42]=[CH2:41]. The yield is 0.850. (5) The reactants are [N+:1]([C:4]1[CH:9]=[CH:8][CH:7]=[CH:6][C:5]=1[C:10]1[O:14][C:13](=[O:15])[NH:12][N:11]=1)([O-])=O. The catalyst is CN(C=O)C.[C].[Pd]. The product is [NH2:1][C:4]1[CH:9]=[CH:8][CH:7]=[CH:6][C:5]=1[C:10]1[O:14][C:13](=[O:15])[NH:12][N:11]=1. The yield is 0.820. (6) The yield is 0.800. The catalyst is C(C#N)(C)=O. The product is [CH3:13][O:12][C:9]1[CH:10]=[C:11]2[C:6](=[CH:7][C:8]=1[O:14][CH3:15])[N:5]=[CH:4][N:3]=[C:2]2[NH:26][C:18]1[CH:19]=[CH:20][C:21]([N+:23]([O-:25])=[O:24])=[CH:22][C:17]=1[F:16]. The reactants are Cl[C:2]1[C:11]2[C:6](=[CH:7][C:8]([O:14][CH3:15])=[C:9]([O:12][CH3:13])[CH:10]=2)[N:5]=[CH:4][N:3]=1.[F:16][C:17]1[CH:22]=[C:21]([N+:23]([O-:25])=[O:24])[CH:20]=[CH:19][C:18]=1[NH2:26].Cl. (7) The reactants are CO[C:3]1[C:8]([C:9]([C:11](=[C:17](SC)SC)[C:12]([O:14][CH2:15][CH3:16])=[O:13])=[O:10])=[CH:7][N:6]=[C:5]([S:22][CH3:23])[N:4]=1.[NH2:24][C:25]1[CH:33]=[CH:32][CH:31]=[CH:30][C:26]=1[C:27]([NH2:29])=[O:28].[H-].[Na+]. The catalyst is C(Cl)Cl.O. The product is [CH2:15]([O:14][C:12]([C:11]1[C:9](=[O:10])[C:8]2[CH:7]=[N:6][C:5]([S:22][CH3:23])=[N:4][C:3]=2[N:24]2[C:17]=1[NH:29][C:27](=[O:28])[C:26]1[CH:30]=[CH:31][CH:32]=[CH:33][C:25]2=1)=[O:13])[CH3:16]. The yield is 0.200.